This data is from Forward reaction prediction with 1.9M reactions from USPTO patents (1976-2016). The task is: Predict the product of the given reaction. Given the reactants Cl[C:2]1[CH:7]=[CH:6][N:5]=[C:4]2[CH:8]=[C:9]([C:11]([OH:13])=[O:12])[S:10][C:3]=12.[CH3:14][C:15]1[NH:16][CH:17]2[CH:22]([CH:23]=1)[CH:21]=[C:20]([OH:24])[CH:19]=[CH:18]2.C([O-])([O-])=O.[Cs+].[Cs+].C([O-])(O)=O.[Na+].Cl, predict the reaction product. The product is: [CH3:14][C:15]1[NH:16][C:17]2[C:22]([CH:23]=1)=[CH:21][C:20]([O:24][C:2]1[CH:7]=[CH:6][N:5]=[C:4]3[CH:8]=[C:9]([C:11]([OH:13])=[O:12])[S:10][C:3]=13)=[CH:19][CH:18]=2.